This data is from Peptide-MHC class I binding affinity with 185,985 pairs from IEDB/IMGT. The task is: Regression. Given a peptide amino acid sequence and an MHC pseudo amino acid sequence, predict their binding affinity value. This is MHC class I binding data. The peptide sequence is KGAVDLSHFL. The MHC is HLA-B40:02 with pseudo-sequence HLA-B40:02. The binding affinity (normalized) is 0.107.